From a dataset of Catalyst prediction with 721,799 reactions and 888 catalyst types from USPTO. Predict which catalyst facilitates the given reaction. (1) Reactant: Cl.[C:2]([C:5]1[CH:15]=[CH:14][C:8]([C:9]([O:11]CC)=[O:10])=[CH:7][CH:6]=1)(=[NH:4])[NH2:3]. Product: [C:2]([C:5]1[CH:15]=[CH:14][C:8]([C:9]([OH:11])=[O:10])=[CH:7][CH:6]=1)(=[NH:3])[NH2:4]. The catalyst class is: 33. (2) Reactant: Br[CH2:2][CH2:3][CH2:4][CH2:5][O:6][CH2:7][CH2:8][O:9][CH2:10][CH2:11][O:12][CH2:13][C:14]1[CH:19]=[CH:18][CH:17]=[CH:16][CH:15]=1.[I-:20].[Na+]. Product: [I:20][CH2:2][CH2:3][CH2:4][CH2:5][O:6][CH2:7][CH2:8][O:9][CH2:10][CH2:11][O:12][CH2:13][C:14]1[CH:19]=[CH:18][CH:17]=[CH:16][CH:15]=1. The catalyst class is: 21. (3) Reactant: [CH:1]1([CH2:5][C:6]([OH:8])=O)[CH2:4][CH2:3][CH2:2]1.CN(C(ON1N=NC2C=CC=NC1=2)=[N+](C)C)C.F[P-](F)(F)(F)(F)F.C(N(C(C)C)C(C)C)C.[F:42][C:43]1[CH:44]=[C:45]([CH2:60][N:61]2[CH2:66][CH2:65][NH:64][C@@H:63]([CH3:67])[CH2:62]2)[C:46]([CH3:59])=[C:47]([NH:49][C:50](=[O:58])[C:51]2[CH:56]=[CH:55][C:54]([CH3:57])=[N:53][CH:52]=2)[CH:48]=1. Product: [CH:1]1([CH2:5][C:6]([N:64]2[CH2:65][CH2:66][N:61]([CH2:60][C:45]3[C:46]([CH3:59])=[C:47]([NH:49][C:50](=[O:58])[C:51]4[CH:56]=[CH:55][C:54]([CH3:57])=[N:53][CH:52]=4)[CH:48]=[C:43]([F:42])[CH:44]=3)[CH2:62][C@@H:63]2[CH3:67])=[O:8])[CH2:2][CH2:3][CH2:4]1. The catalyst class is: 34. (4) Reactant: [H-].[H-].[H-].[H-].[Li+].[Al+3].[CH2:7]([O:11][CH2:12][C:13]1[CH:20]=[CH:19][C:16]([C:17]#[N:18])=[CH:15][CH:14]=1)[CH2:8][CH2:9][CH3:10].N. Product: [CH2:7]([O:11][CH2:12][C:13]1[CH:14]=[CH:15][C:16]([CH2:17][NH2:18])=[CH:19][CH:20]=1)[CH2:8][CH2:9][CH3:10]. The catalyst class is: 1. (5) Reactant: [CH:1]1([CH2:5][N:6]([CH:30]2[CH2:35][CH2:34][O:33][CH2:32][CH2:31]2)[C:7]2[C:8]([O:28][CH3:29])=[N:9][N:10]3[C:14]([C:15]4[C:20]([O:21][CH3:22])=[CH:19][C:18]([CH2:23][O:24][CH3:25])=[CH:17][C:16]=4[O:26][CH3:27])=[CH:13][S:12][C:11]=23)[CH2:4][CH2:3][CH2:2]1.C(O)C.[S:39](=[O:43])(=[O:42])([OH:41])[OH:40]. Product: [S:39]([OH:43])([OH:42])(=[O:41])=[O:40].[CH:1]1([CH2:5][N:6]([CH:30]2[CH2:31][CH2:32][O:33][CH2:34][CH2:35]2)[C:7]2[C:8]([O:28][CH3:29])=[N:9][N:10]3[C:14]([C:15]4[C:20]([O:21][CH3:22])=[CH:19][C:18]([CH2:23][O:24][CH3:25])=[CH:17][C:16]=4[O:26][CH3:27])=[CH:13][S:12][C:11]=23)[CH2:4][CH2:3][CH2:2]1. The catalyst class is: 13. (6) Reactant: CS(C)=O.C(Cl)(=O)C(Cl)=O.[F:11][C:12]1[CH:13]=[CH:14][C:15]2[O:19][CH:18]=[C:17]([CH2:20][OH:21])[C:16]=2[CH:22]=1.C(N(CC)CC)C. Product: [F:11][C:12]1[CH:13]=[CH:14][C:15]2[O:19][CH:18]=[C:17]([CH:20]=[O:21])[C:16]=2[CH:22]=1. The catalyst class is: 4. (7) Reactant: [OH:1][C:2]1[CH:6]=[C:5]([CH3:7])[O:4][N:3]=1.[I-].C[N+]1C=CN([C:15](=[O:24])[N:16]([CH3:23])[C:17]2[CH:22]=[CH:21][CH:20]=[CH:19][CH:18]=2)C=1.C(N(CC)CC)C. Product: [CH3:7][C:5]1[O:4][N:3]=[C:2]([O:1][C:15](=[O:24])[N:16]([CH3:23])[C:17]2[CH:22]=[CH:21][CH:20]=[CH:19][CH:18]=2)[CH:6]=1. The catalyst class is: 10.